From a dataset of Catalyst prediction with 721,799 reactions and 888 catalyst types from USPTO. Predict which catalyst facilitates the given reaction. (1) Reactant: [N:1]1[CH:6]=[CH:5][CH:4]=[C:3]([C:7]2([CH2:10][C:11]#[N:12])[CH2:9][CH2:8]2)[CH:2]=1.B.C1COCC1. Product: [N:1]1[CH:6]=[CH:5][CH:4]=[C:3]([C:7]2([CH2:10][CH2:11][NH2:12])[CH2:8][CH2:9]2)[CH:2]=1. The catalyst class is: 1. (2) Reactant: [CH3:1][C:2]1[C:6]2[CH:7]=[N:8][CH:9]=[CH:10][C:5]=2[N:4]([NH2:11])[CH:3]=1.[F:12][C:13]1[CH:14]=[C:15]([C:19]2[N:24]=[C:23]([CH3:25])[C:22]([C:26](O)=[O:27])=[CH:21][N:20]=2)[CH:16]=[CH:17][CH:18]=1.CN(C(ON1N=NC2C=CC=NC1=2)=[N+](C)C)C.F[P-](F)(F)(F)(F)F.CCN(C(C)C)C(C)C.C([O-])(O)=O.[Na+]. Product: [CH3:1][C:2]1[C:6]2[CH:7]=[N:8][CH:9]=[CH:10][C:5]=2[N:4]([NH:11][C:26]([C:22]2[C:23]([CH3:25])=[N:24][C:19]([C:15]3[CH:16]=[CH:17][CH:18]=[C:13]([F:12])[CH:14]=3)=[N:20][CH:21]=2)=[O:27])[CH:3]=1. The catalyst class is: 18.